From a dataset of Full USPTO retrosynthesis dataset with 1.9M reactions from patents (1976-2016). Predict the reactants needed to synthesize the given product. (1) Given the product [CH:41]1([NH:46][C:47](=[O:48])[O:1][C@H:2]2[CH2:7][CH2:6][C@H:5]([C:8]3[N:12]4[CH:13]=[CH:14][N:15]=[C:16]([CH3:17])[C:11]4=[C:10]([C:18]4[CH:23]=[CH:22][C:21]([NH:24][C:25]([C:27]5[N:28]([CH3:38])[C:29]6[C:34]([CH:35]=5)=[C:33]([O:36][CH3:37])[CH:32]=[CH:31][CH:30]=6)=[O:26])=[C:20]([O:39][CH3:40])[CH:19]=4)[N:9]=3)[CH2:4][CH2:3]2)[CH2:45][CH2:44][CH2:43][CH2:42]1, predict the reactants needed to synthesize it. The reactants are: [OH:1][C@H:2]1[CH2:7][CH2:6][C@H:5]([C:8]2[N:12]3[CH:13]=[CH:14][N:15]=[C:16]([CH3:17])[C:11]3=[C:10]([C:18]3[CH:23]=[CH:22][C:21]([NH:24][C:25]([C:27]4[N:28]([CH3:38])[C:29]5[C:34]([CH:35]=4)=[C:33]([O:36][CH3:37])[CH:32]=[CH:31][CH:30]=5)=[O:26])=[C:20]([O:39][CH3:40])[CH:19]=3)[N:9]=2)[CH2:4][CH2:3]1.[CH:41]1([N:46]=[C:47]=[O:48])[CH2:45][CH2:44][CH2:43][CH2:42]1.N1C=CC=CC=1. (2) The reactants are: [F:1][C:2]1[CH:3]=[C:4]([CH:7]=[CH:8][C:9]=1F)[CH:5]=[O:6].[F:11][C:12]([F:21])([F:20])[C:13]1[CH:14]=[C:15]([OH:19])[CH:16]=[CH:17][CH:18]=1. Given the product [F:1][C:2]1[CH:3]=[C:4]([CH:7]=[CH:8][C:9]=1[O:19][C:15]1[CH:16]=[CH:17][CH:18]=[C:13]([C:12]([F:11])([F:20])[F:21])[CH:14]=1)[CH:5]=[O:6], predict the reactants needed to synthesize it. (3) The reactants are: [NH2:1][C:2]1[CH:3]=[CH:4][C:5]([Cl:8])=[N:6][CH:7]=1.[CH2:9]([O:11][C:12]1[C:13](=O)[C:14](=[O:19])[C:15]=1[O:16]CC)[CH3:10]. Given the product [Cl:8][C:5]1[N:6]=[CH:7][C:2]([NH:1][C:13]2[C:14](=[O:19])[C:15](=[O:16])[C:12]=2[O:11][CH2:9][CH3:10])=[CH:3][CH:4]=1, predict the reactants needed to synthesize it. (4) The reactants are: [CH3:1][O:2][C:3]1[CH:4]=[CH:5][C:6]([NH:11][C:12]2[C:13]3[N:14]([CH:36]=[CH:37][N:38]=3)[N:15]=[C:16]([N:18]3[CH2:22][CH2:21][CH:20]([NH:23][C:24]([C:26]4[CH:35]=[CH:34][C:29]([C:30]([O:32]C)=[O:31])=[CH:28][CH:27]=4)=[O:25])[CH2:19]3)[CH:17]=2)=[N:7][C:8]=1[O:9][CH3:10].[OH-].[Na+]. Given the product [CH3:1][O:2][C:3]1[CH:4]=[CH:5][C:6]([NH:11][C:12]2[C:13]3[N:14]([CH:36]=[CH:37][N:38]=3)[N:15]=[C:16]([N:18]3[CH2:22][CH2:21][CH:20]([NH:23][C:24]([C:26]4[CH:35]=[CH:34][C:29]([C:30]([OH:32])=[O:31])=[CH:28][CH:27]=4)=[O:25])[CH2:19]3)[CH:17]=2)=[N:7][C:8]=1[O:9][CH3:10], predict the reactants needed to synthesize it. (5) Given the product [ClH:40].[CH3:1][C:2]1[CH:3]=[C:4]([O:26][S:37]([C:31]2[C:32]([F:36])=[CH:33][CH:34]=[CH:35][C:30]=2[F:29])(=[O:39])=[O:38])[CH:5]=[C:6]2[C:10]=1[N:9]([CH2:11][CH2:12][C:13]1[CH:18]=[CH:17][CH:16]=[CH:15][CH:14]=1)[CH:8]=[C:7]2[CH:19]1[CH2:20][CH2:21][N:22]([CH3:25])[CH2:23][CH2:24]1, predict the reactants needed to synthesize it. The reactants are: [CH3:1][C:2]1[CH:3]=[C:4]([OH:26])[CH:5]=[C:6]2[C:10]=1[N:9]([CH2:11][CH2:12][C:13]1[CH:18]=[CH:17][CH:16]=[CH:15][CH:14]=1)[CH:8]=[C:7]2[CH:19]1[CH2:24][CH2:23][N:22]([CH3:25])[CH2:21][CH2:20]1.[H-].[Na+].[F:29][C:30]1[CH:35]=[CH:34][CH:33]=[C:32]([F:36])[C:31]=1[S:37]([Cl:40])(=[O:39])=[O:38].